This data is from Full USPTO retrosynthesis dataset with 1.9M reactions from patents (1976-2016). The task is: Predict the reactants needed to synthesize the given product. (1) Given the product [Cl:27][C:25]1[CH:26]=[C:2]2[C:3]([CH2:4][N:5]([C:6]3[CH:11]=[C:10]([O:12][CH2:13][C:14]4[C:19]([F:20])=[CH:18][CH:17]=[CH:16][N:15]=4)[C:9]([I:21])=[CH:8][C:7]=3[CH3:22])[C:33](=[O:34])[NH:1]2)=[CH:23][CH:24]=1, predict the reactants needed to synthesize it. The reactants are: [NH2:1][C:2]1[CH:26]=[C:25]([Cl:27])[CH:24]=[CH:23][C:3]=1[CH2:4][NH:5][C:6]1[CH:11]=[C:10]([O:12][CH2:13][C:14]2[C:19]([F:20])=[CH:18][CH:17]=[CH:16][N:15]=2)[C:9]([I:21])=[CH:8][C:7]=1[CH3:22].C1N=CN([C:33](N2C=NC=C2)=[O:34])C=1.C1CCN2C(=NCCC2)CC1. (2) Given the product [CH:14]1([CH:20]2[C:29]3[C:24](=[CH:25][C:26]([O:30][CH3:31])=[CH:27][CH:28]=3)[CH2:23][CH2:22][N:21]2[C:6](=[O:11])[C:7]([F:8])([F:9])[F:10])[CH2:15][CH2:16][CH2:17][CH2:18][CH2:19]1, predict the reactants needed to synthesize it. The reactants are: [F:8][C:7]([F:10])([F:9])[C:6](O[C:6](=[O:11])[C:7]([F:10])([F:9])[F:8])=[O:11].[CH:14]1([CH:20]2[C:29]3[C:24](=[CH:25][C:26]([O:30][CH3:31])=[CH:27][CH:28]=3)[CH2:23][CH2:22][NH:21]2)[CH2:19][CH2:18][CH2:17][CH2:16][CH2:15]1.CCN(CC)CC. (3) Given the product [C:1]([O:5][C:6](=[O:32])[CH2:7][O:8][CH2:9][CH2:10][O:11][CH2:12][CH2:13][NH2:14])([CH3:4])([CH3:2])[CH3:3], predict the reactants needed to synthesize it. The reactants are: [C:1]([O:5][C:6](=[O:32])[CH2:7][O:8][CH2:9][CH2:10][O:11][CH2:12][CH2:13][NH:14]C(OCC1C2C=CC=CC=2C2C1=CC=CC=2)=O)([CH3:4])([CH3:3])[CH3:2].N1CCCCC1. (4) Given the product [CH3:1][O:2][C:3]1[CH:4]=[C:5]([C:13]2[N:22]=[C:21]([C:23]([N:34]3[CH2:33][CH2:32][C:31]4[C:36](=[CH:37][CH:38]=[C:29]([O:28][CH3:27])[CH:30]=4)[CH2:35]3)=[O:24])[C:20]3[C:15](=[CH:16][CH:17]=[CH:18][CH:19]=3)[N:14]=2)[CH:6]=[C:7]([O:11][CH3:12])[C:8]=1[O:9][CH3:10], predict the reactants needed to synthesize it. The reactants are: [CH3:1][O:2][C:3]1[CH:4]=[C:5]([C:13]2[N:22]=[C:21]([C:23](O)=[O:24])[C:20]3[C:15](=[CH:16][CH:17]=[CH:18][CH:19]=3)[N:14]=2)[CH:6]=[C:7]([O:11][CH3:12])[C:8]=1[O:9][CH3:10].Cl.[CH3:27][O:28][C:29]1[CH:30]=[C:31]2[C:36](=[CH:37][CH:38]=1)[CH2:35][NH:34][CH2:33][CH2:32]2. (5) Given the product [NH:33]1[C:34]2[C:30](=[CH:29][CH:28]=[C:27]([NH:26][C:16]3[N:17]=[CH:18][C:13]4[CH:12]=[C:11]([S:8]([C:5]5[CH:6]=[CH:7][CH:2]=[CH:3][CH:4]=5)(=[O:10])=[O:9])[C:23](=[O:24])[N:22]([CH2:25][CH2:37][CH3:38])[C:14]=4[N:15]=3)[CH:35]=2)[CH:31]=[CH:32]1, predict the reactants needed to synthesize it. The reactants are: Cl[C:2]1[CH:7]=[CH:6][C:5]([S:8]([C:11]2[C:23](=[O:24])[N:22]([CH3:25])[C:14]3[N:15]=[C:16](S(C)=O)[N:17]=[CH:18][C:13]=3[CH:12]=2)(=[O:10])=[O:9])=[CH:4][CH:3]=1.[NH2:26][C:27]1[CH:35]=[C:34]2[C:30]([CH:31]=[CH:32][NH:33]2)=[CH:29][CH:28]=1.Cl[C:37]1C=CC(N)=C[CH:38]=1. (6) Given the product [C:1]([O:5][C:6]([N:8]1[CH2:13][CH2:12][N:11]([C:14]2[C:21]([F:22])=[CH:20][CH:19]=[CH:18][C:15]=2[CH:16]=[N:29][S@:27]([C:24]([CH3:26])([CH3:25])[CH3:23])=[O:28])[CH2:10][CH2:9]1)=[O:7])([CH3:4])([CH3:3])[CH3:2], predict the reactants needed to synthesize it. The reactants are: [C:1]([O:5][C:6]([N:8]1[CH2:13][CH2:12][N:11]([C:14]2[C:21]([F:22])=[CH:20][CH:19]=[CH:18][C:15]=2[CH:16]=O)[CH2:10][CH2:9]1)=[O:7])([CH3:4])([CH3:3])[CH3:2].[CH3:23][C:24]([S@@:27]([NH2:29])=[O:28])([CH3:26])[CH3:25].[Na+].[Cl-]. (7) The reactants are: C(OC([NH:8][C@@H:9]([CH:47]([CH3:49])[CH3:48])[C:10]([O:12][C:13]1[CH:14]=[CH:15][C:16]2[C:20]([O:21][C:22]3[CH:27]=[CH:26][C:25](/[CH:28]=[CH:29]/[C:30]([O:32]C(C)(C)C)=[O:31])=[CH:24][CH:23]=3)=[C:19]([C:37]3[CH:42]=[CH:41][CH:40]=[CH:39][C:38]=3[CH:43]([CH3:45])[CH3:44])[S:18][C:17]=2[CH:46]=1)=[O:11])=O)(C)(C)C.[ClH:50]. Given the product [ClH:50].[NH2:8][C@@H:9]([CH:47]([CH3:49])[CH3:48])[C:10]([O:12][C:13]1[CH:14]=[CH:15][C:16]2[C:20]([O:21][C:22]3[CH:23]=[CH:24][C:25](/[CH:28]=[CH:29]/[C:30]([OH:32])=[O:31])=[CH:26][CH:27]=3)=[C:19]([C:37]3[CH:42]=[CH:41][CH:40]=[CH:39][C:38]=3[CH:43]([CH3:44])[CH3:45])[S:18][C:17]=2[CH:46]=1)=[O:11], predict the reactants needed to synthesize it.